From a dataset of NCI-60 drug combinations with 297,098 pairs across 59 cell lines. Regression. Given two drug SMILES strings and cell line genomic features, predict the synergy score measuring deviation from expected non-interaction effect. (1) Drug 1: COC1=C(C=C2C(=C1)N=CN=C2NC3=CC(=C(C=C3)F)Cl)OCCCN4CCOCC4. Drug 2: C1=CC(=CC=C1CCC2=CNC3=C2C(=O)NC(=N3)N)C(=O)NC(CCC(=O)O)C(=O)O. Cell line: U251. Synergy scores: CSS=37.0, Synergy_ZIP=-3.02, Synergy_Bliss=-2.62, Synergy_Loewe=0.299, Synergy_HSA=1.26. (2) Drug 1: CC1OCC2C(O1)C(C(C(O2)OC3C4COC(=O)C4C(C5=CC6=C(C=C35)OCO6)C7=CC(=C(C(=C7)OC)O)OC)O)O. Drug 2: CC1=C2C(C(=O)C3(C(CC4C(C3C(C(C2(C)C)(CC1OC(=O)C(C(C5=CC=CC=C5)NC(=O)OC(C)(C)C)O)O)OC(=O)C6=CC=CC=C6)(CO4)OC(=O)C)O)C)O. Cell line: NCI-H226. Synergy scores: CSS=24.9, Synergy_ZIP=-11.6, Synergy_Bliss=-8.75, Synergy_Loewe=-7.07, Synergy_HSA=-5.01.